From a dataset of Full USPTO retrosynthesis dataset with 1.9M reactions from patents (1976-2016). Predict the reactants needed to synthesize the given product. (1) Given the product [CH:32]1([C:7]([OH:38])([C:1]2[CH:6]=[CH:5][CH:4]=[CH:3][CH:2]=2)[C:8]([O:10][CH2:11][CH:12]2[CH2:13][CH2:14][N:15]([CH2:18][CH2:19][CH2:20][CH2:21][CH2:22][CH2:23][CH2:24][CH2:25][CH2:26][CH:27]=[O:28])[CH2:16][CH2:17]2)=[O:9])[CH2:37][CH2:36][CH2:35][CH2:34][CH2:33]1, predict the reactants needed to synthesize it. The reactants are: [CH:1]1([C:7]([OH:38])([C:32]2[CH:37]=[CH:36][CH:35]=[CH:34][CH:33]=2)[C:8]([O:10][CH2:11][CH:12]2[CH2:17][CH2:16][N:15]([CH2:18][CH2:19][CH2:20][CH2:21][CH2:22][CH2:23][CH2:24][CH2:25][CH2:26][CH:27]3OCC[O:28]3)[CH2:14][CH2:13]2)=[O:9])[CH2:6][CH2:5][CH2:4][CH2:3][CH2:2]1.Cl. (2) Given the product [NH:43]([C:49]([O:51][C:52]([CH3:53])([CH3:55])[CH3:54])=[O:50])[C@H:44]([C:46]([NH:2][C@H:3]([C:21]([N:23]1[CH2:42][CH2:41][CH2:40][C@H:24]1[C:25]([NH:27][C@H:28]([C:30]([O:32][CH2:33][C:34]1[CH:39]=[CH:38][CH:37]=[CH:36][CH:35]=1)=[O:31])[CH3:29])=[O:26])=[O:22])[CH2:4][CH2:5][CH2:6][NH:7][C:8](=[NH:20])[NH:9][S:10]([C:13]1[CH:14]=[CH:15][C:16]([CH3:17])=[CH:18][CH:19]=1)(=[O:11])=[O:12])=[O:47])[CH3:45], predict the reactants needed to synthesize it. The reactants are: Cl.[NH2:2][C@H:3]([C:21]([N:23]1[CH2:42][CH2:41][CH2:40][C@H:24]1[C:25]([NH:27][C@H:28]([C:30]([O:32][CH2:33][C:34]1[CH:39]=[CH:38][CH:37]=[CH:36][CH:35]=1)=[O:31])[CH3:29])=[O:26])=[O:22])[CH2:4][CH2:5][CH2:6][NH:7][C:8](=[NH:20])[NH:9][S:10]([C:13]1[CH:19]=[CH:18][C:16]([CH3:17])=[CH:15][CH:14]=1)(=[O:12])=[O:11].[NH:43]([C:49]([O:51][C:52]([CH3:55])([CH3:54])[CH3:53])=[O:50])[C@H:44]([C:46](O)=[O:47])[CH3:45].ON1C2C=CC=CC=2N=N1.C1(N=C=NC2CCCCC2)CCCCC1. (3) Given the product [CH2:31]([N:32]([CH2:35][CH3:36])[CH2:33][CH2:34][N:3]1[C:4]2[CH:21]=[C:20]([C:22]#[N:23])[CH:19]=[C:18]([C:24]([F:27])([F:25])[F:26])[C:5]=2[N:6]([CH2:7][C:8]2[CH:13]=[CH:12][CH:11]=[C:10]([C:14]([F:16])([F:17])[F:15])[CH:9]=2)[C:2]1=[O:1])[CH3:30], predict the reactants needed to synthesize it. The reactants are: [O:1]=[C:2]1[N:6]([CH2:7][C:8]2[CH:13]=[CH:12][CH:11]=[C:10]([C:14]([F:17])([F:16])[F:15])[CH:9]=2)[C:5]2[C:18]([C:24]([F:27])([F:26])[F:25])=[CH:19][C:20]([C:22]#[N:23])=[CH:21][C:4]=2[NH:3]1.[H-].[Na+].[CH3:30][CH2:31][N:32]([CH2:35][CH2:36]Cl)[CH2:33][CH3:34].Cl.Cl.C(=O)(O)[O-].[Na+]. (4) Given the product [CH:10]1([NH:9][C:7](=[O:8])[CH2:6][O:5][C:4]2[CH:13]=[CH:14][C:15]([F:16])=[C:2]([B:17]3[O:21][C:20]([CH3:23])([CH3:22])[C:19]([CH3:25])([CH3:24])[O:18]3)[CH:3]=2)[CH2:12][CH2:11]1, predict the reactants needed to synthesize it. The reactants are: Br[C:2]1[CH:3]=[C:4]([CH:13]=[CH:14][C:15]=1[F:16])[O:5][CH2:6][C:7]([NH:9][CH:10]1[CH2:12][CH2:11]1)=[O:8].[B:17]1([B:17]2[O:21][C:20]([CH3:23])([CH3:22])[C:19]([CH3:25])([CH3:24])[O:18]2)[O:21][C:20]([CH3:23])([CH3:22])[C:19]([CH3:25])([CH3:24])[O:18]1.C([O-])(=O)C.[K+]. (5) Given the product [F:23][C:24]([F:30])([F:29])[S:25]([N:13]1[CH2:14][CH2:15][N:10]([C:6]2[CH:5]=[C:4]([NH2:1])[CH:9]=[CH:8][CH:7]=2)[CH2:11][CH2:12]1)(=[O:27])=[O:26], predict the reactants needed to synthesize it. The reactants are: [N+:1]([C:4]1[CH:5]=[C:6]([N:10]2[CH2:15][CH2:14][NH:13][CH2:12][CH2:11]2)[CH:7]=[CH:8][CH:9]=1)([O-])=O.C(N(CC)CC)C.[F:23][C:24]([F:30])([F:29])[S:25](Cl)(=[O:27])=[O:26]. (6) Given the product [Cl:1][C:2]1[CH:3]=[CH:4][C:5]2[NH:11][C:10](=[O:23])[C@@H:9]([CH2:24][C:25]([O:27][CH2:28][CH:29]=[CH2:30])=[O:26])[O:8][C@H:7]([C:31]3[CH:36]=[CH:35][CH:34]=[C:33]([O:37][CH3:38])[C:32]=3[Cl:39])[C:6]=2[CH:40]=1, predict the reactants needed to synthesize it. The reactants are: [Cl:1][C:2]1[CH:3]=[CH:4][C:5]2[N:11](CC3C=CC(OC)=CC=3OC)[C:10](=[O:23])[C@@H:9]([CH2:24][C:25]([O:27][CH2:28][CH:29]=[CH2:30])=[O:26])[O:8][C@H:7]([C:31]3[CH:36]=[CH:35][CH:34]=[C:33]([O:37][CH3:38])[C:32]=3[Cl:39])[C:6]=2[CH:40]=1.FC(F)(F)C(O)=O.